This data is from Forward reaction prediction with 1.9M reactions from USPTO patents (1976-2016). The task is: Predict the product of the given reaction. Given the reactants C1C=CC(C(Cl)(C2C(Cl)=CC=CC=2)C2C=CC=CC=2)=CC=1.[NH:22]([C:44]([O:46][CH2:47][CH:48]1[C:60]2[C:55](=[CH:56][CH:57]=[CH:58][CH:59]=2)[C:54]2[C:49]1=[CH:50][CH:51]=[CH:52][CH:53]=2)=[O:45])[C@H:23]([C:41]([OH:43])=[O:42])[CH2:24][CH2:25][N:26](C(OC(C)(C)C)=O)[C:27]([O:29][C:30]([CH3:33])([CH3:32])[CH3:31])=[O:28].CCN(C(C)C)C(C)C, predict the reaction product. The product is: [NH:22]([C:44]([O:46][CH2:47][CH:48]1[C:60]2[C:55](=[CH:56][CH:57]=[CH:58][CH:59]=2)[C:54]2[C:49]1=[CH:50][CH:51]=[CH:52][CH:53]=2)=[O:45])[C@H:23]([C:41]([OH:43])=[O:42])[CH2:24][CH2:25][NH:26][C:27]([O:29][C:30]([CH3:31])([CH3:33])[CH3:32])=[O:28].